This data is from Forward reaction prediction with 1.9M reactions from USPTO patents (1976-2016). The task is: Predict the product of the given reaction. (1) Given the reactants [F:1][C:2]1([S:11]([C:14]2[CH:19]=[CH:18][CH:17]=[C:16]([C:20]([F:23])([F:22])[F:21])[CH:15]=2)(=[O:13])=[O:12])[CH2:7][CH2:6][C:5]([CH2:9][OH:10])([CH3:8])[CH2:4][CH2:3]1.[CH3:24][S:25](Cl)(=[O:27])=[O:26], predict the reaction product. The product is: [CH3:24][S:25]([O:10][CH2:9][C:5]1([CH3:8])[CH2:4][CH2:3][C:2]([F:1])([S:11]([C:14]2[CH:19]=[CH:18][CH:17]=[C:16]([C:20]([F:21])([F:22])[F:23])[CH:15]=2)(=[O:13])=[O:12])[CH2:7][CH2:6]1)(=[O:27])=[O:26]. (2) Given the reactants [Cl:1][S:2]([OH:5])(=O)=[O:3].[CH3:6][N:7]1[CH:11]=[CH:10][CH:9]=[C:8]1[C:12]([O:14][CH3:15])=[O:13], predict the reaction product. The product is: [Cl:1][S:2]([C:10]1[CH:9]=[C:8]([C:12]([O:14][CH3:15])=[O:13])[N:7]([CH3:6])[CH:11]=1)(=[O:5])=[O:3]. (3) The product is: [CH3:15][N:3]1[CH2:2][CH:1]=[N:5][C:4]1=[C:6]1[N:10]=[CH:9][CH:8]=[N:7]1. Given the reactants [CH:1]1[NH:5][C:4]([C:6]2[NH:10][CH:9]=[CH:8][N:7]=2)=[N:3][CH:2]=1.[H-].[Na+].CI.[C:15](OCC)(=O)C, predict the reaction product. (4) Given the reactants CC1(C)OC([C@H]2[N:11]([O:12][CH3:13])[C@:10]3([CH2:23][CH2:24][CH:25]([CH3:27])[CH3:26])[C:14]4[C:19]([C:20](=[O:22])[CH:21]=[C:9]3[O:8]2)=[CH:18][CH:17]=[CH:16][CH:15]=4)CO1.[ClH:29], predict the reaction product. The product is: [ClH:29].[OH:8][C:9]1[C@@:10]([NH:11][O:12][CH3:13])([CH2:23][CH2:24][CH:25]([CH3:27])[CH3:26])[C:14]2[C:19](=[CH:18][CH:17]=[CH:16][CH:15]=2)[C:20](=[O:22])[CH:21]=1. (5) Given the reactants [CH3:1][N:2]1[CH:7]=[C:6]([C:8]2[CH:13]=[CH:12][CH:11]=[C:10]([NH:14][C:15]([C:17]3[S:21][C:20]4[CH2:22][CH2:23][CH2:24][CH2:25][C:19]=4[CH:18]=3)=[O:16])[C:9]=2[CH3:26])[N:5]=[C:4]([O-])[C:3]1=[O:28].[Na+].P(Br)(Br)([Br:32])=O.CN(C)C=O.C(=O)([O-])[O-].[K+].[K+], predict the reaction product. The product is: [Br:32][C:4]1[C:3](=[O:28])[N:2]([CH3:1])[CH:7]=[C:6]([C:8]2[C:9]([CH3:26])=[C:10]([NH:14][C:15]([C:17]3[S:21][C:20]4[CH2:22][CH2:23][CH2:24][CH2:25][C:19]=4[CH:18]=3)=[O:16])[CH:11]=[CH:12][CH:13]=2)[N:5]=1. (6) Given the reactants [NH2:1][C:2]1[CH:3]=[CH:4][C:5]([S:12](=[O:25])(=[O:24])[NH:13][C:14]2[CH:15]=[CH:16][C:17]3[CH2:21][O:20][B:19]([OH:22])[C:18]=3[CH:23]=2)=[C:6]([CH2:8][C:9]([OH:11])=[O:10])[CH:7]=1.ClC(Cl)(Cl)C(O[C:31]([CH3:34])([CH3:33])[CH3:32])=O, predict the reaction product. The product is: [NH2:1][C:2]1[CH:3]=[CH:4][C:5]([S:12](=[O:24])(=[O:25])[NH:13][C:14]2[CH:15]=[CH:16][C:17]3[CH2:21][O:20][B:19]([OH:22])[C:18]=3[CH:23]=2)=[C:6]([CH2:8][C:9]([O:11][C:31]([CH3:34])([CH3:33])[CH3:32])=[O:10])[CH:7]=1.